Dataset: Reaction yield outcomes from USPTO patents with 853,638 reactions. Task: Predict the reaction yield, written as a fraction of the theoretical maximum amount of product (1.0 means a 100% yield; for example, 0.34 means a 34% yield). (1) The reactants are [CH3:1][O:2][C:3](=[O:14])[C:4]1[C:5](=[CH:7][CH:8]=[C:9]([C:11](=[O:13])[CH3:12])[CH:10]=1)[OH:6].[CH2:15](Br)[C:16]1[CH:21]=[CH:20][CH:19]=[CH:18][CH:17]=1.C(=O)([O-])[O-].[K+].[K+]. The catalyst is C(C(C)=O)C. The product is [CH3:1][O:2][C:3](=[O:14])[C:4]1[CH:10]=[C:9]([C:11](=[O:13])[CH3:12])[CH:8]=[CH:7][C:5]=1[O:6][CH2:15][C:16]1[CH:21]=[CH:20][CH:19]=[CH:18][CH:17]=1. The yield is 0.714. (2) The yield is 0.990. The product is [CH2:1]([O:8][C:9]1[CH:10]=[CH:11][C:12]([O:16][CH3:17])=[C:13]([NH:14][C:27](=[O:29])[CH3:28])[CH:15]=1)[C:2]1[CH:3]=[CH:4][CH:5]=[CH:6][CH:7]=1. The reactants are [CH2:1]([O:8][C:9]1[CH:10]=[CH:11][C:12]([O:16][CH3:17])=[C:13]([CH:15]=1)[NH2:14])[C:2]1[CH:7]=[CH:6][CH:5]=[CH:4][CH:3]=1.CCN(C(C)C)C(C)C.[C:27](OC(=O)C)(=[O:29])[CH3:28]. The catalyst is C(Cl)(Cl)Cl. (3) The reactants are [O:1]1[CH2:3][CH:2]1[CH2:4][O:5][C:6]1[CH:11]=[CH:10][N:9]=[CH:8][CH:7]=1.[NH2:12][CH:13]1[CH2:18][CH2:17][N:16]([C:19]([O:21][C:22]([CH3:25])([CH3:24])[CH3:23])=[O:20])[CH2:15][CH2:14]1. The catalyst is CN(C=O)C. The product is [C:22]([O:21][C:19]([N:16]1[CH2:17][CH2:18][CH:13]([NH:12][CH2:3][CH:2]([OH:1])[CH2:4][O:5][C:6]2[CH:11]=[CH:10][N:9]=[CH:8][CH:7]=2)[CH2:14][CH2:15]1)=[O:20])([CH3:25])([CH3:23])[CH3:24]. The yield is 0.366. (4) The product is [CH2:14]([O:11][C:9]([CH3:10])=[CH:8][C:2](=[O:1])[C:3]([O:5][CH2:6][CH3:7])=[O:4])[CH3:15]. The catalyst is C(O)C. The yield is 0.790. The reactants are [O:1]=[C:2]([CH2:8][C:9](=[O:11])[CH3:10])[C:3]([O:5][CH2:6][CH3:7])=[O:4].C(OCC)(OCC)O[CH2:14][CH3:15].[Cl-].[NH4+]. (5) The reactants are CO[C:3](=[O:24])[C:4]1[CH:9]=[CH:8][C:7]([O:10][CH2:11][C:12]2[C:13]([C:18]3[CH:23]=[CH:22][CH:21]=[CH:20][CH:19]=3)=[N:14][O:15][C:16]=2[CH3:17])=[N:6][CH:5]=1.[NH2:25][CH2:26][CH2:27][CH2:28][CH2:29][CH2:30][OH:31]. No catalyst specified. The product is [OH:31][CH2:30][CH2:29][CH2:28][CH2:27][CH2:26][NH:25][C:3](=[O:24])[C:4]1[CH:9]=[CH:8][C:7]([O:10][CH2:11][C:12]2[C:13]([C:18]3[CH:19]=[CH:20][CH:21]=[CH:22][CH:23]=3)=[N:14][O:15][C:16]=2[CH3:17])=[N:6][CH:5]=1. The yield is 0.140. (6) The reactants are [F:1][C:2]1[CH:11]=[C:10]2[C:5]([CH2:6][CH2:7][C:8](=O)[NH:9]2)=[CH:4][CH:3]=1.B.C1COCC1.CO.Cl. The catalyst is C1COCC1. The product is [F:1][C:2]1[CH:11]=[C:10]2[C:5]([CH2:6][CH2:7][CH2:8][NH:9]2)=[CH:4][CH:3]=1. The yield is 0.800. (7) The yield is 0.640. The product is [F:26][C:21]1[CH:20]=[C:19]([CH2:18][O:17][C:12]2[CH:11]=[C:10]3[C:15]([CH:16]=[C:7]([CH2:6][C:34]#[N:35])[CH:8]=[N:9]3)=[N:14][CH:13]=2)[CH:24]=[CH:23][C:22]=1[F:25]. The reactants are CS(O[CH2:6][C:7]1[CH:8]=[N:9][C:10]2[C:15]([CH:16]=1)=[N:14][CH:13]=[C:12]([O:17][CH2:18][C:19]1[CH:24]=[CH:23][C:22]([F:25])=[C:21]([F:26])[CH:20]=1)[CH:11]=2)(=O)=O.FC1C=C(C=CC=1F)COC1C=C2C(C=C(CO)C=N2)=[N:35][CH:34]=1.CS(Cl)(=O)=O. The catalyst is C(Cl)Cl. (8) The reactants are [F:1][C:2]1[CH:9]=[C:8]([O:10][CH2:11][CH2:12][CH3:13])[CH:7]=[C:6]([F:14])[C:3]=1[CH2:4][OH:5].[C:15]([O:19][C:20]([N:22]1[CH2:27][CH2:26][N:25]([C:28](Cl)=[O:29])[C@H:24]([CH2:31][CH3:32])[CH2:23]1)=[O:21])([CH3:18])([CH3:17])[CH3:16]. No catalyst specified. The product is [F:1][C:2]1[CH:9]=[C:8]([O:10][CH2:11][CH2:12][CH3:13])[CH:7]=[C:6]([F:14])[C:3]=1[CH2:4][O:5][C:28]([N:25]1[CH2:26][CH2:27][N:22]([C:20]([O:19][C:15]([CH3:17])([CH3:16])[CH3:18])=[O:21])[CH2:23][C@H:24]1[CH2:31][CH3:32])=[O:29]. The yield is 0.780. (9) The product is [Cl:3][C:4]1[C:5]([N:10]2[C:14]([C:15]([OH:17])=[O:16])=[CH:13][C:12]([C:20]([F:23])([F:21])[F:22])=[N:11]2)=[N:6][CH:7]=[CH:8][CH:9]=1. The yield is 0.930. The reactants are [OH-].[K+].[Cl:3][C:4]1[C:5]([N:10]2[C:14]([C:15]([O:17]CC)=[O:16])=[CH:13][C:12]([C:20]([F:23])([F:22])[F:21])=[N:11]2)=[N:6][CH:7]=[CH:8][CH:9]=1. The catalyst is O.C(O)C.